This data is from Catalyst prediction with 721,799 reactions and 888 catalyst types from USPTO. The task is: Predict which catalyst facilitates the given reaction. (1) Reactant: [NH2:1][C:2]1[CH:3]=[CH:4][C:5]([O:11][CH3:12])=[C:6]([C:8](=[O:10])[CH3:9])[CH:7]=1.Cl.C(S[C:17]([C:19]1[S:20][CH:21]=[CH:22][CH:23]=1)=[NH:18])C. Product: [C:8]([C:6]1[CH:7]=[C:2]([NH:1][C:17]([C:19]2[S:20][CH:21]=[CH:22][CH:23]=2)=[NH:18])[CH:3]=[CH:4][C:5]=1[O:11][CH3:12])(=[O:10])[CH3:9]. The catalyst class is: 8. (2) Reactant: [CH2:1]([N:17]1[CH:21]=[CH:20][N:19]=[CH:18]1)[CH2:2][CH2:3][CH2:4][CH2:5][CH2:6][CH2:7][CH2:8][CH2:9][CH2:10][CH2:11][CH2:12][CH2:13][CH2:14][CH2:15][CH3:16].[CH2:22]1[CH2:28][S:25](=[O:27])(=[O:26])[O:24][CH2:23]1. Product: [CH2:1]([N:17]1[CH:21]=[CH:20][N+:19]([CH2:23][CH2:22][CH2:28][S:25]([O-:27])(=[O:26])=[O:24])=[CH:18]1)[CH2:2][CH2:3][CH2:4][CH2:5][CH2:6][CH2:7][CH2:8][CH2:9][CH2:10][CH2:11][CH2:12][CH2:13][CH2:14][CH2:15][CH3:16]. The catalyst class is: 21. (3) Reactant: [CH2:1]([O:3][C:4]([N:6]1[CH2:11][CH2:10][N:9]([C:12](=[O:32])[C@@H:13]([NH:24]C(OC(C)(C)C)=O)[CH2:14][CH2:15][O:16][CH2:17][C:18]2[CH:23]=[CH:22][CH:21]=[CH:20][CH:19]=2)[CH2:8][CH2:7]1)=[O:5])[CH3:2].C(O)(C(F)(F)F)=O. Product: [CH2:1]([O:3][C:4]([N:6]1[CH2:11][CH2:10][N:9]([C:12](=[O:32])[C@@H:13]([NH2:24])[CH2:14][CH2:15][O:16][CH2:17][C:18]2[CH:23]=[CH:22][CH:21]=[CH:20][CH:19]=2)[CH2:8][CH2:7]1)=[O:5])[CH3:2]. The catalyst class is: 4. (4) Product: [CH2:3]=[C:2]1[CH2:5][CH2:11][N:12]([C:15]([O:17][CH2:18][C:19]2[CH:24]=[CH:23][CH:22]=[CH:21][CH:20]=2)=[O:16])[CH2:13][CH2:4]1. The catalyst class is: 7. Reactant: [Br-].[C:2](O[K])([CH3:5])([CH3:4])[CH3:3].O=C1C[CH2:13][N:12]([C:15]([O:17][CH2:18][C:19]2[CH:24]=[CH:23][CH:22]=[CH:21][CH:20]=2)=[O:16])[CH2:11]C1. (5) Reactant: O.C1(C)C=CC(S(O)(=O)=O)=CC=1.[CH2:13]([O:15][CH2:16][C@H:17]1[C@H:21]([CH3:22])[O:20]C(C)(C)[N:18]1[C:25]([O:27][C:28]([CH3:31])([CH3:30])[CH3:29])=[O:26])[CH3:14].C(=O)(O)[O-].[Na+]. Product: [C:28]([O:27][C:25](=[O:26])[NH:18][C@H:17]([C@@H:21]([OH:20])[CH3:22])[CH2:16][O:15][CH2:13][CH3:14])([CH3:29])([CH3:30])[CH3:31]. The catalyst class is: 5.